From a dataset of Catalyst prediction with 721,799 reactions and 888 catalyst types from USPTO. Predict which catalyst facilitates the given reaction. (1) Reactant: [N:1]1([C:10]2[S:14][C:13]([C:15]([O:17][CH3:18])=[O:16])=[C:12](OS(C(F)(F)F)(=O)=O)[CH:11]=2)[C:5]2[CH:6]=[CH:7][CH:8]=[CH:9][C:4]=2[N:3]=[CH:2]1.C(=O)([O-])[O-].[Cs+].[Cs+].C1(P(C2C=CC=CC=2)C2C=CC3C(=CC=CC=3)C=2C2C3C(=CC=CC=3)C=CC=2P(C2C=CC=CC=2)C2C=CC=CC=2)C=CC=CC=1.[C:79]([NH2:87])(=[O:86])[C:80]1[CH:85]=[CH:84][CH:83]=[CH:82][CH:81]=1. Product: [N:1]1([C:10]2[S:14][C:13]([C:15]([O:17][CH3:18])=[O:16])=[C:12]([NH:87][C:79](=[O:86])[C:80]3[CH:85]=[CH:84][CH:83]=[CH:82][CH:81]=3)[CH:11]=2)[C:5]2[CH:6]=[CH:7][CH:8]=[CH:9][C:4]=2[N:3]=[CH:2]1. The catalyst class is: 187. (2) Reactant: [Br:1][C:2]1[S:6][C:5]([C:7]2[CH:12]=[CH:11][N:10]=[C:9]([NH:13][C:14]3[CH:15]=[C:16]([CH2:20][OH:21])[CH:17]=[CH:18][CH:19]=3)[N:8]=2)=[CH:4][CH:3]=1. Product: [Br:1][C:2]1[S:6][C:5]([C:7]2[CH:12]=[CH:11][N:10]=[C:9]([NH:13][C:14]3[CH:15]=[C:16]([CH:17]=[CH:18][CH:19]=3)[CH:20]=[O:21])[N:8]=2)=[CH:4][CH:3]=1. The catalyst class is: 697. (3) Reactant: [O:1]1[C:5]2[CH:6]=[CH:7][CH:8]=[CH:9][C:4]=2[CH:3]=[C:2]1[C:10]([OH:12])=O.[NH2:13][CH2:14][CH2:15][CH2:16][CH2:17][OH:18].ON1C2C=CC=CC=2N=N1.Cl.CN(C)CCCN=C=NCC.C(N(C(C)C)CC)(C)C. Product: [OH:18][CH2:17][CH2:16][CH2:15][CH2:14][NH:13][C:10]([C:2]1[O:1][C:5]2[CH:6]=[CH:7][CH:8]=[CH:9][C:4]=2[CH:3]=1)=[O:12]. The catalyst class is: 3. (4) Reactant: [NH2:1][C:2]1[N:7]=[C:6]([N:8]2[C@H:13]([CH3:14])[CH2:12][CH2:11][C@H:10]([C:15](O)=[O:16])[CH2:9]2)[CH:5]=[C:4]([C:18]2[CH:23]=[CH:22][C:21]([C:24]#[N:25])=[C:20]([F:26])[CH:19]=2)[N:3]=1.CN(C(ON1N=NC2C=CC=NC1=2)=[N+](C)C)C.F[P-](F)(F)(F)(F)F.CCN(C(C)C)C(C)C.[CH3:60][O:61][C:62]1[CH:67]=[CH:66][C:65]([CH2:68][NH2:69])=[CH:64][CH:63]=1. Product: [NH2:1][C:2]1[N:7]=[C:6]([N:8]2[C@H:13]([CH3:14])[CH2:12][CH2:11][C@H:10]([C:15]([NH:69][CH2:68][C:65]3[CH:66]=[CH:67][C:62]([O:61][CH3:60])=[CH:63][CH:64]=3)=[O:16])[CH2:9]2)[CH:5]=[C:4]([C:18]2[CH:23]=[CH:22][C:21]([C:24]#[N:25])=[C:20]([F:26])[CH:19]=2)[N:3]=1. The catalyst class is: 3. (5) Reactant: [Br:1][C:2]1[N:7]=[C:6]([CH2:8][N:9]2[CH:13]=[C:12]([C:14]([O:16]C)=[O:15])[N:11]=[N:10]2)[CH:5]=[CH:4][CH:3]=1.[OH-].[K+:19]. Product: [Br:1][C:2]1[N:7]=[C:6]([CH2:8][N:9]2[CH:13]=[C:12]([C:14]([O-:16])=[O:15])[N:11]=[N:10]2)[CH:5]=[CH:4][CH:3]=1.[K+:19]. The catalyst class is: 83. (6) Product: [Br:1][C:2]1[C:10]2[N:9]=[C:8]([CH3:11])[N:7]([CH2:25][C:26]3[CH:31]=[CH:30][CH:29]=[C:28]([C:32]([F:33])([F:34])[F:35])[C:27]=3[CH3:36])[C:6]=2[CH:5]=[C:4]([N:12]2[CH2:17][CH2:16][O:15][CH2:14][CH2:13]2)[CH:3]=1. The catalyst class is: 9. Reactant: [Br:1][C:2]1[C:10]2[N:9]=[C:8]([CH3:11])[NH:7][C:6]=2[CH:5]=[C:4]([N:12]2[CH2:17][CH2:16][O:15][CH2:14][CH2:13]2)[CH:3]=1.C(=O)([O-])[O-].[K+].[K+].Br[CH2:25][C:26]1[CH:31]=[CH:30][CH:29]=[C:28]([C:32]([F:35])([F:34])[F:33])[C:27]=1[CH3:36].CCOC(C)=O. (7) Reactant: [N:1]1(C(OC(C)(C)C)=O)[CH2:6][CH2:5][N:4](C(OC(C)(C)C)=O)[CH2:3][CH:2]1[C:14]([O:16][CH2:17]C)=O.Cl. Product: [CH3:17][O:16][CH2:14][CH:2]1[CH2:3][NH:4][CH2:5][CH2:6][NH:1]1. The catalyst class is: 5.